This data is from Full USPTO retrosynthesis dataset with 1.9M reactions from patents (1976-2016). The task is: Predict the reactants needed to synthesize the given product. (1) Given the product [Cl:31][C:32]1[C:41]2[C:36](=[CH:37][CH:38]=[CH:39][CH:40]=2)[N:35]=[CH:34][C:33]=1[CH:42]([N:5]1[C:1](=[O:11])[C:2]2[C:3](=[CH:7][CH:8]=[CH:9][CH:10]=2)[C:4]1=[O:6])[CH3:43], predict the reactants needed to synthesize it. The reactants are: [C:1]1(=[O:11])[NH:5][C:4](=[O:6])[C:3]2=[CH:7][CH:8]=[CH:9][CH:10]=[C:2]12.C1(P(C2C=CC=CC=2)C2C=CC=CC=2)C=CC=CC=1.[Cl:31][C:32]1[C:41]2[C:36](=[CH:37][CH:38]=[CH:39][CH:40]=2)[N:35]=[CH:34][C:33]=1[CH:42](O)[CH3:43].CC(OC(/N=N/C(OC(C)C)=O)=O)C. (2) Given the product [CH:13]1([O:18][C:19](=[O:32])[C@@H:20]([NH:24][C:25]([O:27][C:28]([CH3:31])([CH3:30])[CH3:29])=[O:26])[CH2:21][CH2:22][O:10][C:7]2[CH:8]=[CH:9][C:4]([N+:1]([O-:3])=[O:2])=[CH:5][CH:6]=2)[CH2:14][CH2:15][CH2:16][CH2:17]1, predict the reactants needed to synthesize it. The reactants are: [N+:1]([C:4]1[CH:9]=[CH:8][C:7]([OH:10])=[CH:6][CH:5]=1)([O-:3])=[O:2].[H-].[Na+].[CH:13]1([O:18][C:19](=[O:32])[C@@H:20]([NH:24][C:25]([O:27][C:28]([CH3:31])([CH3:30])[CH3:29])=[O:26])[CH2:21][CH2:22]Br)[CH2:17][CH2:16][CH2:15][CH2:14]1.